Predict which catalyst facilitates the given reaction. From a dataset of Catalyst prediction with 721,799 reactions and 888 catalyst types from USPTO. (1) Reactant: [OH:1][CH:2]1[O:6][C@H:5]2[CH2:7][C:8]([CH:10]=[O:11])=[CH:9][C@H:4]2[CH2:3]1.[CH2:12](O)[C:13]1[CH:18]=[CH:17][CH:16]=[CH:15][CH:14]=1.[O-]S([O-])(=O)=O.[Mg+2]. Product: [CH2:12]([O:1][CH:2]1[O:6][C@H:5]2[CH2:7][C:8]([CH:10]=[O:11])=[CH:9][C@H:4]2[CH2:3]1)[C:13]1[CH:18]=[CH:17][CH:16]=[CH:15][CH:14]=1. The catalyst class is: 2. (2) Reactant: [O:1]1[CH2:3][C@H:2]1[CH2:4][N:5]1[C:11]2[CH:12]=[CH:13][CH:14]=[CH:15][C:10]=2[CH2:9][CH2:8][C:7]2[CH:16]=[CH:17][CH:18]=[CH:19][C:6]1=2.[N-:20]=[N+]=[N-].[Na+].[Cl-].[NH4+].C1C=CC(P(C2C=CC=CC=2)C2C=CC=CC=2)=CC=1. Product: [NH2:20][CH2:3][C@H:2]([OH:1])[CH2:4][N:5]1[C:11]2[CH:12]=[CH:13][CH:14]=[CH:15][C:10]=2[CH2:9][CH2:8][C:7]2[CH:16]=[CH:17][CH:18]=[CH:19][C:6]1=2. The catalyst class is: 97. (3) Reactant: [Cl:1][C:2]1[CH:7]=[C:6]([CH2:8][CH3:9])[CH:5]=[CH:4][C:3]=1[F:10].CN(CCN(CCN(C)C)C)C.[Li]CCCC.[Br:28][C:29]1[N:30]=[C:31]([CH:53]=[O:54])[N:32]([C:34]([C:47]2[CH:52]=[CH:51][CH:50]=[CH:49][CH:48]=2)([C:41]2[CH:46]=[CH:45][CH:44]=[CH:43][CH:42]=2)[C:35]2[CH:40]=[CH:39][CH:38]=[CH:37][CH:36]=2)[CH:33]=1. Product: [Br:28][C:29]1[N:30]=[C:31]([CH:53]([C:4]2[CH:5]=[C:6]([CH2:8][CH3:9])[CH:7]=[C:2]([Cl:1])[C:3]=2[F:10])[OH:54])[N:32]([C:34]([C:41]2[CH:42]=[CH:43][CH:44]=[CH:45][CH:46]=2)([C:47]2[CH:52]=[CH:51][CH:50]=[CH:49][CH:48]=2)[C:35]2[CH:36]=[CH:37][CH:38]=[CH:39][CH:40]=2)[CH:33]=1. The catalyst class is: 1.